From a dataset of Reaction yield outcomes from USPTO patents with 853,638 reactions. Predict the reaction yield, written as a fraction of the theoretical maximum amount of product (1.0 means a 100% yield; for example, 0.34 means a 34% yield). (1) The reactants are [I:1][C:2]1[CH:3]=[C:4]2[C:9](=[C:10]([C:12]([O:14]C)=O)[CH:11]=1)[NH:8][CH:7]=[CH:6][C:5]2=[O:16].[CH2:17]([N:19]([CH2:23][CH3:24])[CH2:20][CH2:21][NH2:22])[CH3:18].C(N(CCNC(C1C=NC2C(=CC=C(I)C=2)N=1)=O)CCOC1C(F)=NC=CC=1)C. No catalyst specified. The product is [CH2:17]([N:19]([CH2:23][CH3:24])[CH2:20][CH2:21][NH:22][C:12]([C:10]1[CH:11]=[C:2]([I:1])[CH:3]=[C:4]2[C:9]=1[NH:8][CH:7]=[CH:6][C:5]2=[O:16])=[O:14])[CH3:18]. The yield is 0.860. (2) The reactants are C1(C[N:8]2[CH2:14][CH2:13][C:12]3([NH:15][C:16](=[O:22])[O:17][C:18]([CH3:21])([CH3:20])[CH3:19])[CH:10]([CH2:11]3)[CH2:9]2)C=CC=CC=1. The catalyst is CCO.[Pd]. The product is [CH:10]12[CH2:11][C:12]1([NH:15][C:16](=[O:22])[O:17][C:18]([CH3:20])([CH3:19])[CH3:21])[CH2:13][CH2:14][NH:8][CH2:9]2. The yield is 0.730.